Dataset: Forward reaction prediction with 1.9M reactions from USPTO patents (1976-2016). Task: Predict the product of the given reaction. (1) Given the reactants Cl[C:2]1[CH:7]=[CH:6][C:5]([N+:8]([O-:10])=[O:9])=[CH:4][N:3]=1.[NH2:11][C:12]1[CH:13]=[C:14]([OH:19])[CH:15]=[CH:16][C:17]=1[Cl:18].C(=O)([O-])[O-].[K+].[K+].C(OCC)(=O)C, predict the reaction product. The product is: [Cl:18][C:17]1[CH:16]=[CH:15][C:14]([O:19][C:2]2[CH:7]=[CH:6][C:5]([N+:8]([O-:10])=[O:9])=[CH:4][N:3]=2)=[CH:13][C:12]=1[NH2:11]. (2) Given the reactants [O:1]=[C:2]1[CH:6]=[C:5]([C@H:7]2[CH2:12][CH2:11][N:10](C(OC)=O)[C@@H:9]([CH2:17][C:18]3[CH:23]=[C:22]([F:24])[C:21]([F:25])=[C:20]([F:26])[CH:19]=3)[CH2:8]2)[O:4][NH:3]1.Br, predict the reaction product. The product is: [F:26][C:20]1[CH:19]=[C:18]([CH:23]=[C:22]([F:24])[C:21]=1[F:25])[CH2:17][C@H:9]1[CH2:8][C@@H:7]([C:5]2[O:4][NH:3][C:2](=[O:1])[CH:6]=2)[CH2:12][CH2:11][NH:10]1. (3) The product is: [Br:30][C:31]1[CH:32]=[C:33]([CH:37]=[CH:38][C:39]=1[Cl:40])[C:34]([N:14]([CH:13]1[CH:9]([C:4]2[CH:5]=[CH:6][C:7]([Cl:8])=[C:2]([Cl:1])[CH:3]=2)[CH2:10][N:11]([C:16]([CH:18]2[CH2:19][CH2:20][N:21]([C:24]([C:26]3([CH3:29])[CH2:28][CH2:27]3)=[O:25])[CH2:22][CH2:23]2)=[O:17])[CH2:12]1)[CH3:15])=[O:36]. Given the reactants [Cl:1][C:2]1[CH:3]=[C:4]([CH:9]2[CH:13]([NH:14][CH3:15])[CH2:12][N:11]([C:16]([CH:18]3[CH2:23][CH2:22][N:21]([C:24]([C:26]4([CH3:29])[CH2:28][CH2:27]4)=[O:25])[CH2:20][CH2:19]3)=[O:17])[CH2:10]2)[CH:5]=[CH:6][C:7]=1[Cl:8].[Br:30][C:31]1[CH:32]=[C:33]([CH:37]=[CH:38][C:39]=1[Cl:40])[C:34]([OH:36])=O, predict the reaction product. (4) Given the reactants [S:1]1[CH2:6][CH:5]=[C:4]([C:7]2[CH:12]=[CH:11][C:10]([N:13]3[CH2:17][C@H:16]([CH2:18][OH:19])[O:15][C:14]3=[O:20])=[CH:9][C:8]=2[F:21])[CH2:3][CH2:2]1.C(N(CC)CC)C.[CH3:29][S:30](Cl)(=[O:32])=[O:31], predict the reaction product. The product is: [S:1]1[CH2:2][CH:3]=[C:4]([C:7]2[CH:12]=[CH:11][C:10]([N:13]3[CH2:17][C@H:16]([CH2:18][O:19][S:30]([CH3:29])(=[O:32])=[O:31])[O:15][C:14]3=[O:20])=[CH:9][C:8]=2[F:21])[CH2:5][CH2:6]1. (5) Given the reactants CN(C)CC[CH2:5][O:6][C:7]1[CH:12]=[CH:11][C:10]([C:13]2[CH:14]=[C:15]3[C:25]4[C:20](=[CH:21][N:22]=[C:23]([C:26]5[CH:27]=[N:28][CH:29]=[CH:30][CH:31]=5)[CH:24]=4)[NH:19][C:16]3=[N:17][CH:18]=2)=[CH:9][CH:8]=1.CC1(C)C(C)(C)OB(C2C=CC(OC[CH2:47][N:48]3[CH:52]=[CH:51][N:50]=[CH:49]3)=CC=2)O1.BrC1C=C2C3C(=CN=C(C4C=NC=CC=4)C=3)NC2=NC=1, predict the reaction product. The product is: [N:48]1([CH2:47][CH2:5][O:6][C:7]2[CH:12]=[CH:11][C:10]([C:13]3[CH:14]=[C:15]4[C:25]5[C:20](=[CH:21][N:22]=[C:23]([C:26]6[CH:27]=[N:28][CH:29]=[CH:30][CH:31]=6)[CH:24]=5)[NH:19][C:16]4=[N:17][CH:18]=3)=[CH:9][CH:8]=2)[CH:52]=[CH:51][N:50]=[CH:49]1. (6) Given the reactants [OH:1][CH2:2][C:3]1[N:7]=[CH:6][N:5]([C:8]2[N:9]=[CH:10][C:11]([O:24][CH3:25])=[C:12]3[C:16]([C:17](=[O:23])[C:18]([O:20]CC)=[O:19])=[CH:15][NH:14][C:13]=23)[N:4]=1.C([O-])([O-])=O.[K+].[K+].Cl, predict the reaction product. The product is: [OH:1][CH2:2][C:3]1[N:7]=[CH:6][N:5]([C:8]2[N:9]=[CH:10][C:11]([O:24][CH3:25])=[C:12]3[C:16]([C:17](=[O:23])[C:18]([OH:20])=[O:19])=[CH:15][NH:14][C:13]=23)[N:4]=1. (7) Given the reactants COC[O:4][CH2:5][CH2:6][C:7]1[C:16]([CH3:17])=[C:15]2[C:10]([CH2:11][CH2:12][C:13](=[O:18])[NH:14]2)=[CH:9][C:8]=1[CH2:19][CH2:20][NH:21][C:22](=[O:28])[O:23][C:24]([CH3:27])([CH3:26])[CH3:25].Cl.[OH-].[Na+].C(OC(OC(C)(C)C)=O)(OC(C)(C)C)=O, predict the reaction product. The product is: [OH:4][CH2:5][CH2:6][C:7]1[C:16]([CH3:17])=[C:15]2[C:10]([CH2:11][CH2:12][C:13](=[O:18])[NH:14]2)=[CH:9][C:8]=1[CH2:19][CH2:20][NH:21][C:22](=[O:28])[O:23][C:24]([CH3:26])([CH3:25])[CH3:27].